From a dataset of Forward reaction prediction with 1.9M reactions from USPTO patents (1976-2016). Predict the product of the given reaction. (1) Given the reactants Cl[CH2:2][C:3]1[N:4]=[C:5]2[C:10]([NH:11][CH2:12][C:13]3[C:18]([CH3:19])=[CH:17][CH:16]=[CH:15][C:14]=3[CH3:20])=[CH:9][CH:8]=[CH:7][N:6]2[C:21]=1[CH3:22].[C-:23]#[N:24].[K+].CS(C)=O.C(Cl)Cl, predict the reaction product. The product is: [C:23]([CH2:2][C:3]1[N:4]=[C:5]2[C:10]([NH:11][CH2:12][C:13]3[C:18]([CH3:19])=[CH:17][CH:16]=[CH:15][C:14]=3[CH3:20])=[CH:9][CH:8]=[CH:7][N:6]2[C:21]=1[CH3:22])#[N:24]. (2) Given the reactants [CH3:1][O:2][C:3]([C@@:5]12[CH2:11][CH2:10][C@:9]1([CH2:12][O:13]CC1C=CC=CC=1)[CH2:8][N:7]([C@@H:21]([C:23]1[CH:28]=[CH:27][CH:26]=[CH:25][CH:24]=1)[CH3:22])[C:6]2=[O:29])=[O:4].O1CCCC1.[H][H], predict the reaction product. The product is: [CH3:1][O:2][C:3]([C@@:5]12[CH2:11][CH2:10][C@:9]1([CH2:12][OH:13])[CH2:8][N:7]([C@@H:21]([C:23]1[CH:24]=[CH:25][CH:26]=[CH:27][CH:28]=1)[CH3:22])[C:6]2=[O:29])=[O:4]. (3) Given the reactants [O:1]1[C:6]2=[CH:7][CH:8]=[CH:9][C:5]2=[CH:4][C:3]([CH:10]2[C:19]3[C:14](=[CH:15][CH:16]=[CH:17][CH:18]=3)[CH2:13][CH2:12][N:11]2[CH3:20])=[CH:2]1.[ClH:21].C(OCC)C, predict the reaction product. The product is: [ClH:21].[O:1]1[C:6]2=[CH:7][CH:8]=[CH:9][C:5]2=[CH:4][C:3]([CH:10]2[C:19]3[C:14](=[CH:15][CH:16]=[CH:17][CH:18]=3)[CH2:13][CH2:12][N:11]2[CH3:20])=[CH:2]1.